This data is from NCI-60 drug combinations with 297,098 pairs across 59 cell lines. The task is: Regression. Given two drug SMILES strings and cell line genomic features, predict the synergy score measuring deviation from expected non-interaction effect. (1) Drug 1: C1=CN(C(=O)N=C1N)C2C(C(C(O2)CO)O)O.Cl. Drug 2: C(CC(=O)O)C(=O)CN.Cl. Cell line: SK-MEL-28. Synergy scores: CSS=37.2, Synergy_ZIP=-7.68, Synergy_Bliss=-3.74, Synergy_Loewe=-33.0, Synergy_HSA=-0.165. (2) Drug 1: CCCS(=O)(=O)NC1=C(C(=C(C=C1)F)C(=O)C2=CNC3=C2C=C(C=N3)C4=CC=C(C=C4)Cl)F. Drug 2: COC1=C(C=C2C(=C1)N=CN=C2NC3=CC(=C(C=C3)F)Cl)OCCCN4CCOCC4. Cell line: SNB-75. Synergy scores: CSS=30.9, Synergy_ZIP=2.03, Synergy_Bliss=6.86, Synergy_Loewe=0.166, Synergy_HSA=5.61. (3) Drug 1: CC1=CC=C(C=C1)C2=CC(=NN2C3=CC=C(C=C3)S(=O)(=O)N)C(F)(F)F. Drug 2: CCCCCOC(=O)NC1=NC(=O)N(C=C1F)C2C(C(C(O2)C)O)O. Cell line: SR. Synergy scores: CSS=-1.06, Synergy_ZIP=-1.26, Synergy_Bliss=-2.34, Synergy_Loewe=-4.12, Synergy_HSA=-4.18. (4) Drug 1: C1CC(=O)NC(=O)C1N2CC3=C(C2=O)C=CC=C3N. Drug 2: C1=CC(=CC=C1C#N)C(C2=CC=C(C=C2)C#N)N3C=NC=N3. Cell line: DU-145. Synergy scores: CSS=3.79, Synergy_ZIP=-1.56, Synergy_Bliss=0.618, Synergy_Loewe=1.32, Synergy_HSA=1.49. (5) Drug 1: C1=CC(=C2C(=C1NCCNCCO)C(=O)C3=C(C=CC(=C3C2=O)O)O)NCCNCCO. Drug 2: C1=NC2=C(N1)C(=S)N=C(N2)N. Cell line: RXF 393. Synergy scores: CSS=30.7, Synergy_ZIP=-13.8, Synergy_Bliss=-5.53, Synergy_Loewe=-1.92, Synergy_HSA=-0.0781. (6) Drug 1: CC1C(C(CC(O1)OC2CC(CC3=C2C(=C4C(=C3O)C(=O)C5=C(C4=O)C(=CC=C5)OC)O)(C(=O)C)O)N)O.Cl. Drug 2: C(=O)(N)NO. Cell line: DU-145. Synergy scores: CSS=4.55, Synergy_ZIP=2.21, Synergy_Bliss=4.48, Synergy_Loewe=-4.92, Synergy_HSA=3.99.